Task: Predict the reaction yield, written as a fraction of the theoretical maximum amount of product (1.0 means a 100% yield; for example, 0.34 means a 34% yield).. Dataset: Reaction yield outcomes from USPTO patents with 853,638 reactions (1) The reactants are [Br:1][C:2]1[CH:3]=[C:4]([CH:9]=O)[C:5]([F:8])=[N:6][CH:7]=1.Cl.[NH2:12][OH:13].C(=O)([O-])[O-].[Na+].[Na+]. The catalyst is CO.O. The product is [Br:1][C:2]1[CH:3]=[C:4]([CH:9]=[N:12][OH:13])[C:5]([F:8])=[N:6][CH:7]=1. The yield is 0.930. (2) The reactants are [Br:1][C:2]1[C:3]([OH:12])=[CH:4][C:5]([OH:11])=[C:6]([CH:10]=1)[C:7]([OH:9])=O.Cl.CN(C)CCCN=C=NCC.C1C=CC2N(O)N=NC=2C=1.[CH2:35]1[C:43]2[C:38](=[CH:39][CH:40]=[CH:41][CH:42]=2)[CH2:37][NH:36]1. The catalyst is CN(C=O)C. The product is [Br:1][C:2]1[C:3]([OH:12])=[CH:4][C:5]([OH:11])=[C:6]([C:7]([N:36]2[CH2:37][C:38]3[C:43](=[CH:42][CH:41]=[CH:40][CH:39]=3)[CH2:35]2)=[O:9])[CH:10]=1. The yield is 0.440.